This data is from Reaction yield outcomes from USPTO patents with 853,638 reactions. The task is: Predict the reaction yield, written as a fraction of the theoretical maximum amount of product (1.0 means a 100% yield; for example, 0.34 means a 34% yield). (1) The reactants are [CH3:1][N:2]1[CH:7]=[C:6](B2OC(C)(C)C(C)(C)O2)[CH:5]=[C:4]([C:17]#[C:18][Si:19]([CH3:22])([CH3:21])[CH3:20])[C:3]1=[O:23].Br[C:25]1[CH:26]=[C:27]([NH:40][S:41]([CH2:44][CH3:45])(=[O:43])=[O:42])[CH:28]=[CH:29][C:30]=1[O:31][C:32]1[CH:37]=[CH:36][C:35]([F:38])=[CH:34][C:33]=1[F:39].[O-]P([O-])([O-])=O.[K+].[K+].[K+]. The catalyst is O1CCOCC1.O.C1C=CC(P(C2C=CC=CC=2)[C-]2C=CC=C2)=CC=1.C1C=CC(P(C2C=CC=CC=2)[C-]2C=CC=C2)=CC=1.Cl[Pd]Cl.[Fe+2]. The product is [F:39][C:33]1[CH:34]=[C:35]([F:38])[CH:36]=[CH:37][C:32]=1[O:31][C:30]1[CH:25]=[CH:26][C:27]([NH:40][S:41]([CH2:44][CH3:45])(=[O:42])=[O:43])=[CH:28][C:29]=1[C:6]1[CH:5]=[C:4]([C:17]#[C:18][Si:19]([CH3:20])([CH3:21])[CH3:22])[C:3](=[O:23])[N:2]([CH3:1])[CH:7]=1. The yield is 0.380. (2) The reactants are [Cl:1][C:2]1[CH:3]=[C:4]([C:8]2[N:17]([CH2:18][C:19]([NH:21][CH:22]([CH3:24])[CH3:23])=[O:20])[C:16](=[O:25])[C:15]3[C:10](=[CH:11][CH:12]=[C:13](I)[CH:14]=3)[N:9]=2)[CH:5]=[CH:6][CH:7]=1.[CH2:27]([OH:31])[CH2:28][CH:29]=[CH2:30].C(N(CC)CC)C.C1(P(C2C=CC=CC=2)C2C=CC=CC=2)C=CC=CC=1. The catalyst is CC#N.CC([O-])=O.CC([O-])=O.[Pd+2].O. The yield is 0.650. The product is [Cl:1][C:2]1[CH:3]=[C:4]([C:8]2[N:17]([CH2:18][C:19]([NH:21][CH:22]([CH3:24])[CH3:23])=[O:20])[C:16](=[O:25])[C:15]3[C:10](=[CH:11][CH:12]=[C:13]([CH:30]=[CH:29][CH2:28][CH2:27][OH:31])[CH:14]=3)[N:9]=2)[CH:5]=[CH:6][CH:7]=1.